Dataset: Full USPTO retrosynthesis dataset with 1.9M reactions from patents (1976-2016). Task: Predict the reactants needed to synthesize the given product. Given the product [Cl:25][C:26]1[N:34]=[C:33]2[C:29]([N:30]([CH3:2])[CH:31]=[N:32]2)=[C:28]([Cl:35])[N:27]=1.[I:36][CH3:37], predict the reactants needed to synthesize it. The reactants are: N1C(=O)C2N(C)C=NC=2N(C)[C:2]1=O.CCN(C1C=CC=CC=1)CC.[Cl:25][C:26]1[N:34]=[C:33]2[C:29]([NH:30][CH:31]=[N:32]2)=[C:28]([Cl:35])[N:27]=1.[I:36][CH3:37].[H-].[Na+].